From a dataset of Forward reaction prediction with 1.9M reactions from USPTO patents (1976-2016). Predict the product of the given reaction. (1) Given the reactants [OH-].[Na+].[I:3][C:4]1[CH:9]=[CH:8][C:7]([OH:10])=[CH:6][CH:5]=1.Br[CH:12]([OH:18])[CH2:13][CH2:14][CH2:15][CH2:16][CH3:17].O, predict the reaction product. The product is: [I:3][C:4]1[CH:9]=[CH:8][C:7]([O:10][CH2:17][CH2:16][CH2:15][CH2:14][CH2:13][CH2:12][OH:18])=[CH:6][CH:5]=1. (2) Given the reactants [OH:1][C:2]([CH3:35])([CH3:34])[CH2:3][C@@:4]1([C:28]2[CH:33]=[CH:32][CH:31]=[CH:30][CH:29]=2)[O:9][C:8](=[O:10])[N:7]([C@H:11]([C:13]2[CH:18]=[CH:17][C:16](B3OC(C)(C)C(C)(C)O3)=[CH:15][CH:14]=2)[CH3:12])[CH2:6][CH2:5]1.[N:36]1([C:40]2[N:45]=[CH:44][C:43](Br)=[CH:42][N:41]=2)[CH2:39][CH2:38][CH2:37]1, predict the reaction product. The product is: [N:36]1([C:40]2[N:45]=[CH:44][C:43]([C:16]3[CH:15]=[CH:14][C:13]([C@@H:11]([N:7]4[CH2:6][CH2:5][C@:4]([CH2:3][C:2]([OH:1])([CH3:34])[CH3:35])([C:28]5[CH:33]=[CH:32][CH:31]=[CH:30][CH:29]=5)[O:9][C:8]4=[O:10])[CH3:12])=[CH:18][CH:17]=3)=[CH:42][N:41]=2)[CH2:39][CH2:38][CH2:37]1. (3) Given the reactants [CH3:1][C:2]1[C:7]([CH2:8][NH:9][C:10]([C:12]2[CH:16]=[C:15]([NH:17][C:18](=[O:28])[C:19]3[CH:24]=[C:23]([F:25])[C:22]([F:26])=[CH:21][C:20]=3[Cl:27])[NH:14][N:13]=2)=[O:11])=[C:6]([CH3:29])[CH:5]=[CH:4][N:3]=1.[ClH:30].C(OCC)(=O)C.C(OCC)(=O)C, predict the reaction product. The product is: [ClH:27].[ClH:30].[CH3:1][C:2]1[C:7]([CH2:8][NH:9][C:10]([C:12]2[CH:16]=[C:15]([NH:17][C:18](=[O:28])[C:19]3[CH:24]=[C:23]([F:25])[C:22]([F:26])=[CH:21][C:20]=3[Cl:27])[NH:14][N:13]=2)=[O:11])=[C:6]([CH3:29])[CH:5]=[CH:4][N:3]=1. (4) Given the reactants C([O:3][C:4]([C:6]1[N:7]=[C:8]([C:11]2[CH:16]=[CH:15][C:14]([C:17]#[N:18])=[C:13]([F:19])[CH:12]=2)[O:9][CH:10]=1)=[O:5])C.[OH-].[Na+], predict the reaction product. The product is: [C:17]([C:14]1[CH:15]=[CH:16][C:11]([C:8]2[O:9][CH:10]=[C:6]([C:4]([OH:5])=[O:3])[N:7]=2)=[CH:12][C:13]=1[F:19])#[N:18].